From a dataset of PAMPA (Parallel Artificial Membrane Permeability Assay) permeability data from NCATS. Regression/Classification. Given a drug SMILES string, predict its absorption, distribution, metabolism, or excretion properties. Task type varies by dataset: regression for continuous measurements (e.g., permeability, clearance, half-life) or binary classification for categorical outcomes (e.g., BBB penetration, CYP inhibition). Dataset: pampa_ncats. (1) The molecule is C1CCC(C(=O)C1)(C2=CC=CC=C2Cl)N. The result is 1 (high permeability). (2) The molecule is CC1=CC=C(C=C1)S(=O)(=O)NC2=CC3=C(C=C2C(=O)NC4=NC(=CS4)C5=CC=CC=C5)OCO3. The result is 1 (high permeability). (3) The compound is CC1=C2C(=CC=C1)N=C(O2)NC3=NC(C4=C(N3)CCCC4=O)C5=C(C=NN5)Cl. The result is 1 (high permeability). (4) The compound is CC1=CN=C(C=N1)CNC2=NC(=NC3=CC=CC=C32)C4=CC=CC=C4Cl. The result is 1 (high permeability). (5) The molecule is C1=CC(=CC=C1NC(=O)CC2=CC(=C(C=C2)Cl)Cl)S(=O)(=O)NC3=NOC=C3. The result is 0 (low-to-moderate permeability).